Task: Predict the reaction yield, written as a fraction of the theoretical maximum amount of product (1.0 means a 100% yield; for example, 0.34 means a 34% yield).. Dataset: Reaction yield outcomes from USPTO patents with 853,638 reactions (1) The reactants are [Cl-].O[NH3+:3].[C:4](=[O:7])([O-])[OH:5].[Na+].CS(C)=O.[F:13][C:14]1[CH:15]=[C:16]([C:47]2[C:48]([C:53]#[N:54])=[CH:49][CH:50]=[CH:51][CH:52]=2)[CH:17]=[CH:18][C:19]=1[CH2:20][C:21]1[C:22](=[O:46])[N:23]([C@H:33]2[CH2:38][CH2:37][C@H:36]([O:39][CH2:40][C:41]3([OH:45])[CH2:44][CH2:43][CH2:42]3)[CH2:35][CH2:34]2)[C:24]2[N:25]([N:30]=[CH:31][N:32]=2)[C:26]=1[CH2:27][CH2:28][CH3:29]. The catalyst is C(OCC)(=O)C. The product is [F:13][C:14]1[CH:15]=[C:16]([C:47]2[CH:52]=[CH:51][CH:50]=[CH:49][C:48]=2[C:53]2[NH:3][C:4](=[O:7])[O:5][N:54]=2)[CH:17]=[CH:18][C:19]=1[CH2:20][C:21]1[C:22](=[O:46])[N:23]([C@H:33]2[CH2:38][CH2:37][C@H:36]([O:39][CH2:40][C:41]3([OH:45])[CH2:44][CH2:43][CH2:42]3)[CH2:35][CH2:34]2)[C:24]2[N:25]([N:30]=[CH:31][N:32]=2)[C:26]=1[CH2:27][CH2:28][CH3:29]. The yield is 0.600. (2) The reactants are [Cl:1][C:2]1[N:7]=[C:6]([C:8]2[CH:13]=[CH:12][CH:11]=[CH:10][CH:9]=2)[N:5]=[C:4]([C:14]([NH:16][C:17]2[CH:22]=[CH:21][CH:20]=[CH:19][C:18]=2[C:23]2[S:24][C:25]3[CH:26]=[N:27][CH:28]=[CH:29][C:30]=3[N:31]=2)=[O:15])[CH:3]=1.[NH2:32][CH2:33][C:34]1[CH:39]=[CH:38][CH:37]=[CH:36][N:35]=1. No catalyst specified. The product is [ClH:1].[N:35]1[CH:36]=[CH:37][CH:38]=[CH:39][C:34]=1[CH2:33][NH:32][C:2]1[N:7]=[C:6]([C:8]2[CH:13]=[CH:12][CH:11]=[CH:10][CH:9]=2)[N:5]=[C:4]([C:14]([NH:16][C:17]2[CH:22]=[CH:21][CH:20]=[CH:19][C:18]=2[C:23]2[S:24][C:25]3[CH:26]=[N:27][CH:28]=[CH:29][C:30]=3[N:31]=2)=[O:15])[CH:3]=1. The yield is 0.760. (3) The yield is 0.810. The catalyst is C(#N)C.ClCCl.O. The reactants are [CH3:1][C:2]1([CH3:14])[CH2:7][CH2:6]C(=C2SCCCS2)[CH2:4][CH2:3]1.[C:15]([OH:21])([C:17](F)(F)F)=[O:16].OO.[OH-].[Na+].Cl. The product is [CH3:1][C:2]1([CH3:14])[CH2:7][CH2:6][CH:17]([C:15]([OH:21])=[O:16])[CH2:4][CH2:3]1. (4) The reactants are [NH2:1][C:2]1[S:3][CH:4]=[C:5]([C:7]([CH3:10])([CH3:9])[CH3:8])[N:6]=1.[Br:11]N1C(=O)CCC1=O.CCCCCC. The catalyst is C(Cl)(Cl)(Cl)Cl. The product is [NH2:1][C:2]1[S:3][C:4]([Br:11])=[C:5]([C:7]([CH3:10])([CH3:9])[CH3:8])[N:6]=1. The yield is 0.937. (5) The reactants are [CH:1]([CH:3](Cl)[C:4]1[CH:9]=CC=CC=1)=[CH2:2].[CH3:11][NH2:12].[CH2:13]1[CH2:17]O[CH2:15][CH2:14]1. The catalyst is [Cu]. The product is [CH3:11][NH:12][CH2:15][C:14]1[CH:9]=[CH:4][C:3]([CH:1]=[CH2:2])=[CH:17][CH:13]=1. The yield is 0.940.